Predict the product of the given reaction. From a dataset of Forward reaction prediction with 1.9M reactions from USPTO patents (1976-2016). (1) Given the reactants Br[CH2:2][C:3]([N:5]1[C:14]2[C:9](=[CH:10][C:11]([O:18][CH3:19])=[C:12]([N+:15]([O-:17])=[O:16])[CH:13]=2)[C:8]([CH3:21])([CH3:20])[CH2:7][CH2:6]1)=[O:4].C(=O)([O-])[O-].[K+].[K+].[CH3:28][NH:29][CH3:30], predict the reaction product. The product is: [CH3:20][C:8]1([CH3:21])[C:9]2[C:14](=[CH:13][C:12]([N+:15]([O-:17])=[O:16])=[C:11]([O:18][CH3:19])[CH:10]=2)[N:5]([C:3](=[O:4])[CH2:2][N:29]([CH3:30])[CH3:28])[CH2:6][CH2:7]1. (2) Given the reactants [O:1]1[CH2:6][CH2:5][CH:4]([S:7]([C:10]2[CH:17]=[CH:16][C:13]([C:14]#[N:15])=[CH:12][CH:11]=2)(=O)=O)[CH2:3][CH2:2]1.[OH-].[NH4+].[H][H], predict the reaction product. The product is: [O:1]1[CH2:2][CH2:3][CH:4]([S:7][C:10]2[CH:17]=[CH:16][C:13]([C:14]#[N:15])=[CH:12][CH:11]=2)[CH2:5][CH2:6]1.